Dataset: Full USPTO retrosynthesis dataset with 1.9M reactions from patents (1976-2016). Task: Predict the reactants needed to synthesize the given product. (1) Given the product [CH2:17]([O:16][C:13]1[CH:14]=[CH:15][C:10]([N:7]2[C:8]([CH3:9])=[C:4]3[C:5]([C:21]([CH3:22])=[N:24][N:25]=[C:1]3[CH3:2])=[C:6]2[CH3:20])=[C:11]([CH3:19])[CH:12]=1)[CH3:18], predict the reactants needed to synthesize it. The reactants are: [C:1]([C:4]1[C:5]([C:21](=O)[CH3:22])=[C:6]([CH3:20])[N:7]([C:10]2[CH:15]=[CH:14][C:13]([O:16][CH2:17][CH3:18])=[CH:12][C:11]=2[CH3:19])[C:8]=1[CH3:9])(=O)[CH3:2].[NH2:24][NH2:25]. (2) Given the product [C:18]([O:22][C:23]([NH:25][CH2:26][CH2:27][C@H:28]([O:32][C:11]([C:10]1[C:9]([F:17])=[CH:8][C:7]([C:1]2[CH:6]=[CH:5][CH:4]=[CH:3][CH:2]=2)=[CH:15][C:14]=1[F:16])=[O:12])[C:29]([OH:31])=[O:30])=[O:24])([CH3:21])([CH3:19])[CH3:20], predict the reactants needed to synthesize it. The reactants are: [C:1]1([C:7]2[CH:15]=[C:14]([F:16])[C:10]([C:11](Cl)=[O:12])=[C:9]([F:17])[CH:8]=2)[CH:6]=[CH:5][CH:4]=[CH:3][CH:2]=1.[C:18]([O:22][C:23]([NH:25][CH2:26][CH2:27][C@H:28]([OH:32])[C:29]([OH:31])=[O:30])=[O:24])([CH3:21])([CH3:20])[CH3:19]. (3) Given the product [CH3:12][N:13]1[CH:17]=[C:16]([C:2]2[S:6][CH:5]=[N:4][C:3]=2[C:7]([O:9][CH2:10][CH3:11])=[O:8])[CH:15]=[N:14]1, predict the reactants needed to synthesize it. The reactants are: Br[C:2]1[S:6][CH:5]=[N:4][C:3]=1[C:7]([O:9][CH2:10][CH3:11])=[O:8].[CH3:12][N:13]1[CH:17]=[C:16](B2OC(C)(C)C(C)(C)O2)[CH:15]=[N:14]1.C([O-])([O-])=O.[Na+].[Na+].O. (4) The reactants are: Cl[C:2]1[CH:11]=[C:10]([C:12]([NH:14][CH2:15][CH2:16][N:17]2[CH2:21][CH2:20][CH2:19][CH2:18]2)=[O:13])[C:9]2[C:4](=[CH:5][CH:6]=[C:7]([F:22])[CH:8]=2)[N:3]=1.Cl.[O:24]1[CH2:29][CH2:28][N:27]([CH2:30][C:31]2[CH:36]=[CH:35][C:34](B(O)O)=[CH:33][CH:32]=2)[CH2:26][CH2:25]1.P([O-])([O-])([O-])=O.[K+].[K+].[K+]. Given the product [F:22][C:7]1[CH:8]=[C:9]2[C:4](=[CH:5][CH:6]=1)[N:3]=[C:2]([C:34]1[CH:33]=[CH:32][C:31]([CH2:30][N:27]3[CH2:28][CH2:29][O:24][CH2:25][CH2:26]3)=[CH:36][CH:35]=1)[CH:11]=[C:10]2[C:12]([NH:14][CH2:15][CH2:16][N:17]1[CH2:21][CH2:20][CH2:19][CH2:18]1)=[O:13], predict the reactants needed to synthesize it. (5) Given the product [Cl:19][C:8]1[N:7]2[C:2]([Cl:1])=[N:3][C:4]([C:11]3[CH:16]=[CH:15][C:14]([Cl:17])=[CH:13][C:12]=3[Cl:18])=[CH:5][C:6]2=[N:10][CH:9]=1, predict the reactants needed to synthesize it. The reactants are: [Cl:1][C:2]1[N:7]2[CH:8]=[CH:9][N:10]=[C:6]2[CH:5]=[C:4]([C:11]2[CH:16]=[CH:15][C:14]([Cl:17])=[CH:13][C:12]=2[Cl:18])[N:3]=1.[Cl:19]N1C(=O)CCC1=O. (6) Given the product [NH2:23][N:24]1[CH2:20][CH2:19][CH2:18][N:8]([C:5]2[CH:6]=[CH:7][C:2]([Cl:1])=[CH:3][CH:4]=2)[C:9]1=[O:10], predict the reactants needed to synthesize it. The reactants are: [Cl:1][C:2]1[CH:7]=[CH:6][C:5]([N:8]([CH2:18][CH2:19][CH2:20]Cl)[C:9](=O)[O:10]C2C=CC=CC=2)=[CH:4][CH:3]=1.O.[NH2:23][NH2:24]. (7) Given the product [O:18]1[CH2:17][CH2:16][CH2:15][O:14][CH:13]1[C:11]1[CH:12]=[C:7]2[C:8](=[CH:9][CH:10]=1)[NH:19][C:13](=[O:14])[CH2:11][CH2:10]2, predict the reactants needed to synthesize it. The reactants are: C(OC(=O)CO[C:7]1[CH:12]=[C:11]([CH:13]2[O:18][CH2:17][CH2:16][CH2:15][O:14]2)[CH:10]=[CH:9][C:8]=1[N+:19]([O-])=O)C.[Cl-].[Ca+2].[Cl-]. (8) The reactants are: [C:1]([NH:4][CH2:5][CH2:6][O:7][C@@H:8]([C:22]1[CH:27]=[CH:26][CH:25]=[C:24]([Cl:28])[C:23]=1[F:29])[C@@H:9]1[CH2:14][CH2:13][CH2:12][N:11](C(OC(C)(C)C)=O)[CH2:10]1)(=[O:3])[CH3:2]. Given the product [Cl:28][C:24]1[C:23]([F:29])=[C:22]([C@@H:8]([C@@H:9]2[CH2:14][CH2:13][CH2:12][NH:11][CH2:10]2)[O:7][CH2:6][CH2:5][NH:4][C:1](=[O:3])[CH3:2])[CH:27]=[CH:26][CH:25]=1, predict the reactants needed to synthesize it.